Dataset: Forward reaction prediction with 1.9M reactions from USPTO patents (1976-2016). Task: Predict the product of the given reaction. (1) Given the reactants [CH:1]1([C@@H:7]([NH:9][C:10]([C:12]2[C:21]3[C:16](=[CH:17][CH:18]=[CH:19][CH:20]=3)[N:15]=[C:14]([C:22]3[S:23][CH:24]=[CH:25][CH:26]=3)[C:13]=2[CH2:27][N:28]2[CH2:33][CH2:32][NH:31][CH2:30][CH2:29]2)=[O:11])[CH3:8])[CH2:6][CH2:5][CH2:4][CH2:3][CH2:2]1.[F:34][C:35]([F:44])([F:43])[C:36]([OH:42])([CH3:41])[CH2:37][C:38](O)=[O:39], predict the reaction product. The product is: [CH:1]1([C@@H:7]([NH:9][C:10]([C:12]2[C:21]3[C:16](=[CH:17][CH:18]=[CH:19][CH:20]=3)[N:15]=[C:14]([C:22]3[S:23][CH:24]=[CH:25][CH:26]=3)[C:13]=2[CH2:27][N:28]2[CH2:29][CH2:30][N:31]([C:38](=[O:39])[CH2:37][C:36]([OH:42])([CH3:41])[C:35]([F:44])([F:43])[F:34])[CH2:32][CH2:33]2)=[O:11])[CH3:8])[CH2:6][CH2:5][CH2:4][CH2:3][CH2:2]1. (2) Given the reactants [CH3:1][O:2][C:3](=[O:12])[C:4]1[CH:9]=[C:8]([CH3:10])[CH:7]=[CH:6][C:5]=1[OH:11].[S:13](O[S:13]([C:16]([F:19])([F:18])[F:17])(=[O:15])=[O:14])([C:16]([F:19])([F:18])[F:17])(=[O:15])=[O:14].O, predict the reaction product. The product is: [CH3:1][O:2][C:3](=[O:12])[C:4]1[CH:9]=[C:8]([CH3:10])[CH:7]=[CH:6][C:5]=1[O:11][S:13]([C:16]([F:19])([F:18])[F:17])(=[O:15])=[O:14]. (3) Given the reactants [CH2:1]([O:8][C:9]([N:11]1[CH2:16][C@H:15]([OH:17])[CH2:14][C@@H:13]([O:18][Si:19]([C:22]([CH3:25])([CH3:24])[CH3:23])([CH3:21])[CH3:20])[CH2:12]1)=[O:10])[C:2]1[CH:7]=[CH:6][CH:5]=[CH:4][CH:3]=1.[C:26](O)(=[O:33])[C:27]1[CH:32]=[CH:31][CH:30]=[CH:29][CH:28]=1.N(C(OCC)=O)=NC(OCC)=O, predict the reaction product. The product is: [CH2:1]([O:8][C:9]([N:11]1[CH2:12][C@H:13]([O:18][Si:19]([C:22]([CH3:25])([CH3:24])[CH3:23])([CH3:20])[CH3:21])[CH2:14][C@H:15]([O:17][C:26](=[O:33])[C:27]2[CH:32]=[CH:31][CH:30]=[CH:29][CH:28]=2)[CH2:16]1)=[O:10])[C:2]1[CH:3]=[CH:4][CH:5]=[CH:6][CH:7]=1. (4) Given the reactants [F:1][C:2]1[CH:3]=[C:4]([CH:9]=[C:10]([F:13])[C:11]=1F)[C:5]([O:7][CH3:8])=[O:6].C(=O)([O-])[O-].[K+].[K+].CS(C)=O.[C:24]1([C@H:34]([N:36]([CH2:44][CH:45]2[CH2:50][CH2:49][NH:48][CH2:47][CH:46]2[C:51]2[CH:56]=[CH:55][CH:54]=[CH:53][CH:52]=2)[C:37](=[O:43])[O:38][C:39]([CH3:42])([CH3:41])[CH3:40])[CH3:35])[C:33]2[C:28](=[CH:29][CH:30]=[CH:31][CH:32]=2)[CH:27]=[CH:26][CH:25]=1, predict the reaction product. The product is: [C:39]([O:38][C:37]([N:36]([CH2:44][CH:45]1[CH2:50][CH2:49][N:48]([C:11]2[C:10]([F:13])=[CH:9][C:4]([C:5]([O:7][CH3:8])=[O:6])=[CH:3][C:2]=2[F:1])[CH2:47][CH:46]1[C:51]1[CH:52]=[CH:53][CH:54]=[CH:55][CH:56]=1)[C@@H:34]([C:24]1[C:33]2[C:28](=[CH:29][CH:30]=[CH:31][CH:32]=2)[CH:27]=[CH:26][CH:25]=1)[CH3:35])=[O:43])([CH3:40])([CH3:41])[CH3:42]. (5) Given the reactants [Cl:1][C:2]1[CH:3]=[CH:4][C:5](B2OC(C)(C)C(C)(C)O2)=[C:6]([NH:8]C(=O)OC(C)(C)C)[CH:7]=1.Br[C:26]1[C:27]([C:32]#[N:33])=[N:28][CH:29]=[CH:30][CH:31]=1.C(=O)([O-])[O-].[K+].[K+].C(OCC)(=O)C, predict the reaction product. The product is: [Cl:1][C:2]1[CH:3]=[CH:4][C:5]2=[C:26]3[C:27](=[C:32]([NH2:33])[N:8]=[C:6]2[CH:7]=1)[N:28]=[CH:29][CH:30]=[CH:31]3.